From a dataset of Full USPTO retrosynthesis dataset with 1.9M reactions from patents (1976-2016). Predict the reactants needed to synthesize the given product. (1) The reactants are: Cl.[NH2:2][C@@H:3]1[C@@H:8]([OH:9])[C@H:7]([CH2:10][C:11]2[CH:16]=[C:15]([O:17][CH2:18][C:19]([F:22])([F:21])[F:20])[C:14]([N+:23]([O-:25])=[O:24])=[C:13]([F:26])[CH:12]=2)[CH2:6][S:5](=[O:28])(=[O:27])[CH2:4]1.[C:29]([C:33]1[CH:34]=[C:35]([CH:38]=[CH:39][CH:40]=1)[CH:36]=O)([CH3:32])([CH3:31])[CH3:30]. Given the product [C:29]([C:33]1[CH:34]=[C:35]([CH:38]=[CH:39][CH:40]=1)[CH2:36][NH:2][C@@H:3]1[C@@H:8]([OH:9])[C@H:7]([CH2:10][C:11]2[CH:16]=[C:15]([O:17][CH2:18][C:19]([F:22])([F:20])[F:21])[C:14]([N+:23]([O-:25])=[O:24])=[C:13]([F:26])[CH:12]=2)[CH2:6][S:5](=[O:27])(=[O:28])[CH2:4]1)([CH3:32])([CH3:30])[CH3:31], predict the reactants needed to synthesize it. (2) Given the product [NH2:9][C:3]1[N:4]=[CH:5][N:6]=[C:7]([NH:16][C:12]2[CH:11]=[C:10]([NH:17][C:34](=[O:37])[CH:35]=[CH2:36])[CH:15]=[CH:14][CH:13]=2)[C:2]=1[C:22]1[CH:23]=[CH:24][C:19]([O:18][C:25]2[CH:30]=[CH:29][CH:28]=[CH:27][CH:26]=2)=[CH:20][CH:21]=1, predict the reactants needed to synthesize it. The reactants are: Cl[C:2]1[C:3]([NH2:9])=[N:4][CH:5]=[N:6][C:7]=1Cl.[C:10]1([NH2:17])[CH:15]=[CH:14][CH:13]=[C:12]([NH2:16])[CH:11]=1.[O:18]([C:25]1[CH:30]=[CH:29][C:28](B(O)O)=[CH:27][CH:26]=1)[C:19]1[CH:24]=[CH:23][CH:22]=[CH:21][CH:20]=1.[C:34](Cl)(=[O:37])[CH:35]=[CH2:36]. (3) Given the product [ClH:1].[Cl:1][C:2]1[CH:10]=[CH:9][C:5]([C:6]([Cl:13])=[O:7])=[CH:4][N:3]=1, predict the reactants needed to synthesize it. The reactants are: [Cl:1][C:2]1[CH:10]=[CH:9][C:5]([C:6](O)=[O:7])=[CH:4][N:3]=1.O=S(Cl)[Cl:13]. (4) Given the product [CH2:44]([N:40]1[C:41]([CH3:43])=[CH:42][C:37]([C:16]2[CH:15]=[CH:14][C:13]([C@@H:11]([N:7]3[CH2:6][CH2:5][C@:4]([CH2:3][C:2]([OH:1])([CH3:34])[CH3:35])([C:28]4[CH:33]=[CH:32][CH:31]=[CH:30][CH:29]=4)[O:9][C:8]3=[O:10])[CH3:12])=[CH:18][CH:17]=2)=[CH:38][C:39]1=[O:46])[CH3:45], predict the reactants needed to synthesize it. The reactants are: [OH:1][C:2]([CH3:35])([CH3:34])[CH2:3][C@@:4]1([C:28]2[CH:33]=[CH:32][CH:31]=[CH:30][CH:29]=2)[O:9][C:8](=[O:10])[N:7]([C@H:11]([C:13]2[CH:18]=[CH:17][C:16](B3OC(C)(C)C(C)(C)O3)=[CH:15][CH:14]=2)[CH3:12])[CH2:6][CH2:5]1.Br[C:37]1[CH:42]=[C:41]([CH3:43])[N:40]([CH2:44][CH3:45])[C:39](=[O:46])[CH:38]=1.